Dataset: Forward reaction prediction with 1.9M reactions from USPTO patents (1976-2016). Task: Predict the product of the given reaction. (1) Given the reactants Br[C:2]1[CH:3]=[N:4][C:5]2[N:6]([CH:8]=[C:9]([CH2:11][O:12][C:13]3[CH:18]=[CH:17][N:16]=[C:15]([Cl:19])[CH:14]=3)[N:10]=2)[CH:7]=1.[F:20][C:21]1[CH:26]=[CH:25][C:24](B(O)O)=[CH:23][CH:22]=1, predict the reaction product. The product is: [Cl:19][C:15]1[CH:14]=[C:13]([O:12][CH2:11][C:9]2[N:10]=[C:5]3[N:4]=[CH:3][C:2]([C:24]4[CH:25]=[CH:26][C:21]([F:20])=[CH:22][CH:23]=4)=[CH:7][N:6]3[CH:8]=2)[CH:18]=[CH:17][N:16]=1. (2) Given the reactants [CH3:1][N:2]([CH3:6])[CH2:3][CH2:4][OH:5].[H-].[Na+].[Br:9][C:10]1[CH:11]=[N:12][C:13](Cl)=[N:14][CH:15]=1, predict the reaction product. The product is: [Br:9][C:10]1[CH:11]=[N:12][C:13]([O:5][CH2:4][CH2:3][N:2]([CH3:6])[CH3:1])=[N:14][CH:15]=1. (3) Given the reactants Br[C:2]1[CH:7]=[CH:6][CH:5]=[CH:4][C:3]=1[CH2:8][C:9]([OH:11])=[O:10].[CH2:12]([C:14]1[CH:20]=[CH:19][CH:18]=[CH:17][C:15]=1[NH2:16])[CH3:13], predict the reaction product. The product is: [CH2:12]([C:14]1[CH:20]=[CH:19][CH:18]=[CH:17][C:15]=1[NH:16][C:2]1[CH:7]=[CH:6][CH:5]=[CH:4][C:3]=1[CH2:8][C:9]([OH:11])=[O:10])[CH3:13]. (4) Given the reactants C[O:2][C:3]([C:5]1[C:6](Cl)=[N:7][C:8]2[C:13]([C:14]=1[C:15]1[CH:20]=[CH:19][CH:18]=[CH:17][CH:16]=1)=[CH:12][C:11]([CH2:21][CH3:22])=[CH:10][C:9]=2[CH3:23])=[O:4].[CH3:25][CH:26]1[CH2:30][CH2:29][CH2:28][NH:27]1, predict the reaction product. The product is: [CH2:21]([C:11]1[CH:12]=[C:13]2[C:8](=[C:9]([CH3:23])[CH:10]=1)[N:7]=[C:6]([N:27]1[CH2:28][CH2:29][CH2:30][CH:26]1[CH3:25])[C:5]([C:3]([OH:2])=[O:4])=[C:14]2[C:15]1[CH:20]=[CH:19][CH:18]=[CH:17][CH:16]=1)[CH3:22]. (5) Given the reactants [CH2:1]([O:3][C:4](=[O:38])[CH2:5][CH2:6][CH2:7][CH2:8][CH2:9][O:10][C:11]1[CH:37]=[CH:36][C:14]([O:15][C:16]2[S:17][C:18]([C:29]([O:31]C(C)(C)C)=[O:30])=[C:19]3[C:27]=2[C:26]2[N:25]([CH3:28])[N:24]=[CH:23][C:22]=2[CH2:21][CH2:20]3)=[CH:13][CH:12]=1)[CH3:2].Cl.C1COCC1, predict the reaction product. The product is: [CH2:1]([O:3][C:4](=[O:38])[CH2:5][CH2:6][CH2:7][CH2:8][CH2:9][O:10][C:11]1[CH:12]=[CH:13][C:14]([O:15][C:16]2[S:17][C:18]([C:29]([OH:31])=[O:30])=[C:19]3[C:27]=2[C:26]2[N:25]([CH3:28])[N:24]=[CH:23][C:22]=2[CH2:21][CH2:20]3)=[CH:36][CH:37]=1)[CH3:2].